Task: Predict the reaction yield, written as a fraction of the theoretical maximum amount of product (1.0 means a 100% yield; for example, 0.34 means a 34% yield).. Dataset: Reaction yield outcomes from USPTO patents with 853,638 reactions (1) The reactants are C(Cl)CCl.C1C=[CH:7][C:8]2[N:13](O)N=N[C:9]=2[CH:10]=1.[C:15]([C:17]1[CH:22]=[CH:21][C:20]([C:23]2[CH:24]=[N:25][N:26]([C:29]3[CH:37]=[CH:36][C:32]([C:33]([OH:35])=O)=[CH:31][N:30]=3)[C:27]=2[OH:28])=[CH:19][CH:18]=1)#[N:16].Cl.CC1(N)CC1.CCN(C(C)C)C(C)C. The catalyst is CN(C=O)C.CS(C)=O. The product is [C:15]([C:17]1[CH:18]=[CH:19][C:20]([C:23]2[CH:24]=[N:25][N:26]([C:29]3[CH:37]=[CH:36][C:32]([C:33]([NH:13][C:8]4([CH3:7])[CH2:10][CH2:9]4)=[O:35])=[CH:31][N:30]=3)[C:27]=2[OH:28])=[CH:21][CH:22]=1)#[N:16]. The yield is 0.511. (2) The yield is 0.850. The product is [CH2:1]([N:8]1[CH2:13][C:14]([CH3:15])([CH3:16])[O:17][C:10](=[O:12])[CH2:9]1)[C:2]1[CH:3]=[CH:4][CH:5]=[CH:6][CH:7]=1. The reactants are [CH2:1]([N:8]([CH2:13][C:14]([OH:17])([CH3:16])[CH3:15])[CH2:9][C:10]([O-:12])=O)[C:2]1[CH:7]=[CH:6][CH:5]=[CH:4][CH:3]=1.O.C1(C)C=CC(S(O)(=O)=O)=CC=1. The catalyst is C1(C)C=CC=CC=1. (3) The reactants are C([N:8]1[CH2:13][CH2:12][N:11]([CH2:14][CH2:15][O:16][C:17]2[CH:22]=[CH:21][C:20]([F:23])=[CH:19][CH:18]=2)[CH2:10][CH:9]1[C:24]([O:26][CH2:27][CH3:28])=[O:25])C1C=CC=CC=1.[H][H]. The catalyst is C(O)C.[Pd]. The product is [F:23][C:20]1[CH:19]=[CH:18][C:17]([O:16][CH2:15][CH2:14][N:11]2[CH2:12][CH2:13][NH:8][CH:9]([C:24]([O:26][CH2:27][CH3:28])=[O:25])[CH2:10]2)=[CH:22][CH:21]=1. The yield is 1.00. (4) The reactants are [CH3:1][O:2][C:3]1[CH:12]=[C:11]2[C:6]([CH2:7][CH2:8][C:9](=O)[C:10]2([CH3:14])[CH3:13])=[CH:5][CH:4]=1.Cl.[Cl:17][C:18]1[CH:19]=[C:20]([NH:25]N)[CH:21]=[CH:22][C:23]=1[CH3:24].C(C1C(=O)C(Cl)=C(Cl)C(=[O:32])C=1C#N)#N. The catalyst is C(O)(C(F)(F)F)=O.C1COCC1.O.C(OCC)(=O)C.CCCCCC. The product is [Cl:17][C:18]1[CH:19]=[C:20]2[C:21]([C:8]3[C:7](=[O:32])[C:6]4[CH:5]=[CH:4][C:3]([O:2][CH3:1])=[CH:12][C:11]=4[C:10]([CH3:14])([CH3:13])[C:9]=3[NH:25]2)=[CH:22][C:23]=1[CH3:24]. The yield is 0.120. (5) The reactants are C[Si](C=[N+]=[N-])(C)C.[I:8][C:9]1[CH:14]=[CH:13][CH:12]=[CH:11][C:10]=1[CH2:15][C:16]([OH:18])=[O:17].[CH3:19]O. The catalyst is C(Cl)Cl. The product is [CH3:19][O:17][C:16](=[O:18])[CH2:15][C:10]1[CH:11]=[CH:12][CH:13]=[CH:14][C:9]=1[I:8]. The yield is 1.00. (6) The reactants are [CH3:1][O:2][C:3]1[CH:12]=[C:11]2[C:6]([CH2:7][CH2:8][CH2:9][C:10]2=O)=[CH:5][CH:4]=1.[C:14]([CH2:16]C(O)=O)#[N:15].C(O)(=O)CCCCCC.C(N)C1C=CC=CC=1. The catalyst is C1(C)C=CC=CC=1. The product is [CH3:1][O:2][C:3]1[CH:12]=[C:11]2[C:6]([CH2:7][CH2:8][CH:9]=[C:10]2[CH2:16][C:14]#[N:15])=[CH:5][CH:4]=1. The yield is 0.900. (7) The reactants are [F:1][C:2]1[CH:3]=[C:4]([CH:6]=[CH:7][C:8]=1[F:9])[NH2:5].Cl.[N:11]([O-])=O.[Na+].CC([O-])=O.[Na+].[CH2:20]([O:22][C:23](=[O:27])[CH2:24][N+:25]#[C-:26])[CH3:21]. The catalyst is O.CCO.O. The product is [F:1][C:2]1[CH:3]=[C:4]([N:5]2[CH:26]=[N:25][C:24]([C:23]([O:22][CH2:20][CH3:21])=[O:27])=[N:11]2)[CH:6]=[CH:7][C:8]=1[F:9]. The yield is 0.130.